Dataset: Reaction yield outcomes from USPTO patents with 853,638 reactions. Task: Predict the reaction yield, written as a fraction of the theoretical maximum amount of product (1.0 means a 100% yield; for example, 0.34 means a 34% yield). (1) The reactants are Br[C:2]1[CH:3]=[C:4]([NH:10][C:11]2[CH:15]=[C:14]([CH3:16])[O:13][N:12]=2)[C:5](=[O:9])[N:6]([CH3:8])[CH:7]=1.[B:17]1([B:17]2[O:21][C:20]([CH3:23])([CH3:22])[C:19]([CH3:25])([CH3:24])[O:18]2)[O:21][C:20]([CH3:23])([CH3:22])[C:19]([CH3:25])([CH3:24])[O:18]1.CC(C1C=C(C(C)C)C(C2C=CC=CC=2P(C2CCCCC2)C2CCCCC2)=C(C(C)C)C=1)C.C([O-])(=O)C.[K+]. The catalyst is C1C=CC(/C=C/C(/C=C/C2C=CC=CC=2)=O)=CC=1.C1C=CC(/C=C/C(/C=C/C2C=CC=CC=2)=O)=CC=1.C1C=CC(/C=C/C(/C=C/C2C=CC=CC=2)=O)=CC=1.[Pd].[Pd].O1CCOCC1. The product is [CH3:8][N:6]1[CH:7]=[C:2]([B:17]2[O:21][C:20]([CH3:23])([CH3:22])[C:19]([CH3:25])([CH3:24])[O:18]2)[CH:3]=[C:4]([NH:10][C:11]2[CH:15]=[C:14]([CH3:16])[O:13][N:12]=2)[C:5]1=[O:9]. The yield is 0.780. (2) The yield is 0.220. The catalyst is C(Cl)Cl. The product is [C:6]([O:5][C:4](=[O:10])[N:3]([CH2:11][C:12]1[CH:13]=[N:14][CH:15]=[C:16]([C:19]2[CH:20]=[C:21]3[C:25](=[CH:26][CH:27]=2)[N:24]([CH:28]2[CH2:33][CH2:32][CH2:31][CH2:30][O:29]2)[N:23]=[C:22]3[C:34]2[NH:35][C:36]([C:39]([N:41]([CH2:42][C:43]3[CH:92]=[CH:90][CH:91]=[CH:47][CH:48]=3)[CH2:58][CH2:57][N:56]([CH3:59])[CH3:54])=[O:40])=[CH:37][N:38]=2)[C:17]=1[CH3:18])[CH2:1][CH3:2])([CH3:7])([CH3:9])[CH3:8]. The reactants are [CH2:1]([N:3]([CH2:11][C:12]1[CH:13]=[N:14][CH:15]=[C:16]([C:19]2[CH:20]=[C:21]3[C:25](=[CH:26][CH:27]=2)[N:24]([CH:28]2[CH2:33][CH2:32][CH2:31][CH2:30][O:29]2)[N:23]=[C:22]3[C:34]2[NH:35][C:36]([C:39]([NH:41][CH2:42][C:43]3C=NC=[CH:47][CH:48]=3)=[O:40])=[CH:37][N:38]=2)[C:17]=1[CH3:18])[C:4](=[O:10])[O:5][C:6]([CH3:9])([CH3:8])[CH3:7])[CH3:2].C(O[C:54]([N:56]([CH2:59]C1C(C)=C(C2C=C3C(=CC=2)N(C2CCCCO2)N=C3C2NC(C(O)=O)=CN=2)C=NC=1)[CH2:57][CH3:58])=O)(C)(C)C.[CH:90](N(C(C)C)CC)([CH3:92])[CH3:91].C(NCCN(C)C)C1C=CC=CC=1.CN(C(ON1N=NC2C=CC=NC1=2)=[N+](C)C)C.F[P-](F)(F)(F)(F)F.